From a dataset of Forward reaction prediction with 1.9M reactions from USPTO patents (1976-2016). Predict the product of the given reaction. (1) Given the reactants FC(F)(F)C(O)=O.[CH:8]([C:11]1[S:12][C:13]([C:16]([N:18]2[CH2:23][C:22]3([CH2:28][CH2:27][N:26](C(OC(C)(C)C)=O)[CH2:25][CH2:24]3)[O:21][CH2:20][CH2:19]2)=[O:17])=[CH:14][N:15]=1)([CH3:10])[CH3:9].C1(C)C=CC=CC=1, predict the reaction product. The product is: [CH:8]([C:11]1[S:12][C:13]([C:16]([N:18]2[CH2:23][C:22]3([CH2:24][CH2:25][NH:26][CH2:27][CH2:28]3)[O:21][CH2:20][CH2:19]2)=[O:17])=[CH:14][N:15]=1)([CH3:10])[CH3:9]. (2) Given the reactants [OH:1][C:2]1[CH:17]=[CH:16][C:5]([CH2:6][CH2:7][NH:8][C:9](=[O:15])[O:10][C:11]([CH3:14])([CH3:13])[CH3:12])=[CH:4][CH:3]=1.CS(O[CH2:23][C:24]([F:27])([F:26])[CH3:25])(=O)=O.C(=O)([O-])[O-].[Cs+].[Cs+].O, predict the reaction product. The product is: [F:26][C:24]([F:27])([CH3:25])[CH2:23][O:1][C:2]1[CH:17]=[CH:16][C:5]([CH2:6][CH2:7][NH:8][C:9](=[O:15])[O:10][C:11]([CH3:14])([CH3:12])[CH3:13])=[CH:4][CH:3]=1. (3) Given the reactants [NH2:1][C:2](=[NH:18])[N:3]1[CH2:8][CH2:7][CH2:6][CH:5]([CH2:9][NH:10]C(=O)OC(C)(C)C)[CH2:4]1.CO.[ClH:21], predict the reaction product. The product is: [ClH:21].[ClH:21].[ClH:21].[CH3:2][N:3]1[CH2:8][CH2:7][C:6]2[N:18]=[C:2]([N:3]3[CH2:8][CH2:7][CH2:6][CH:5]([CH2:9][NH2:10])[CH2:4]3)[N:1]=[CH:9][C:5]=2[CH2:4]1.